Dataset: Forward reaction prediction with 1.9M reactions from USPTO patents (1976-2016). Task: Predict the product of the given reaction. (1) Given the reactants [C:1]([C:3]1[C:4]([NH:26][CH2:27][CH2:28][CH2:29][N:30]2[CH2:35][CH2:34][O:33][CH2:32][CH2:31]2)=[N:5][S:6][C:7]=1[C:8]1[CH:13]=[CH:12][C:11]([NH:14][C:15]([NH:17][C:18]2[CH:23]=[C:22]([CH3:24])[CH:21]=[CH:20][C:19]=2[F:25])=[O:16])=[CH:10][CH:9]=1)#[N:2].C([O-])([O-])=[O:37].[K+].[K+], predict the reaction product. The product is: [F:25][C:19]1[CH:20]=[CH:21][C:22]([CH3:24])=[CH:23][C:18]=1[NH:17][C:15]([NH:14][C:11]1[CH:12]=[CH:13][C:8]([C:7]2[S:6][N:5]=[C:4]([NH:26][CH2:27][CH2:28][CH2:29][N:30]3[CH2:31][CH2:32][O:33][CH2:34][CH2:35]3)[C:3]=2[C:1]([NH2:2])=[O:37])=[CH:9][CH:10]=1)=[O:16]. (2) Given the reactants [C:1]([C:5]1[CH:10]=[CH:9][CH:8]=[CH:7][C:6]=1[N:11]1[CH2:16][CH2:15][N:14]([C:17]([NH:19][C:20]2[CH:25]=[CH:24][C:23]([OH:26])=[CH:22][CH:21]=2)=[O:18])[CH2:13][CH2:12]1)([CH3:4])([CH3:3])[CH3:2].Br[CH2:28][C:29]([O:31][CH3:32])=[O:30].C(=O)([O-])[O-].[K+].[K+].O, predict the reaction product. The product is: [C:1]([C:5]1[CH:10]=[CH:9][CH:8]=[CH:7][C:6]=1[N:11]1[CH2:12][CH2:13][N:14]([C:17]([NH:19][C:20]2[CH:21]=[CH:22][C:23]([O:26][CH2:28][C:29]([O:31][CH3:32])=[O:30])=[CH:24][CH:25]=2)=[O:18])[CH2:15][CH2:16]1)([CH3:4])([CH3:2])[CH3:3]. (3) Given the reactants [Cl:1][C:2]1[S:6][C:5]([C:7]([NH:9][C:10]2[CH:11]=[N:12][CH:13]=[CH:14][C:15]=2[C:16]([O:18]C)=[O:17])=[O:8])=[CH:4][CH:3]=1.O.[OH-].[Li+], predict the reaction product. The product is: [Cl:1][C:2]1[S:6][C:5]([C:7]([NH:9][C:10]2[CH:11]=[N:12][CH:13]=[CH:14][C:15]=2[C:16]([OH:18])=[O:17])=[O:8])=[CH:4][CH:3]=1.